This data is from Catalyst prediction with 721,799 reactions and 888 catalyst types from USPTO. The task is: Predict which catalyst facilitates the given reaction. Reactant: [Br:1][C:2]1[CH:7]=[CH:6][C:5]([CH2:8][C:9]([C:11]2[CH:21]=[CH:20][C:14]3[N:15]([CH3:19])[C:16](=[O:18])[O:17][C:13]=3[CH:12]=2)=[O:10])=[C:4]([Cl:22])[CH:3]=1.[H-].[Na+].[CH3:25]I. Product: [Br:1][C:2]1[CH:7]=[CH:6][C:5]([CH:8]([CH3:25])[C:9]([C:11]2[CH:21]=[CH:20][C:14]3[N:15]([CH3:19])[C:16](=[O:18])[O:17][C:13]=3[CH:12]=2)=[O:10])=[C:4]([Cl:22])[CH:3]=1. The catalyst class is: 3.